This data is from Reaction yield outcomes from USPTO patents with 853,638 reactions. The task is: Predict the reaction yield, written as a fraction of the theoretical maximum amount of product (1.0 means a 100% yield; for example, 0.34 means a 34% yield). The catalyst is CN(C=O)C.O.ClCCl. The reactants are [Cl:1][C:2]1[CH:3]=[C:4]([C:10]2[S:11][CH:12]=[C:13]([C:15]([OH:17])=O)[N:14]=2)[CH:5]=[C:6]([Cl:9])[C:7]=1[OH:8].ON1C2C=CC=CC=2N=N1.C(N(C(C)C)CC)(C)C.[F:37][C:38]([F:49])([F:48])[O:39][C:40]1[CH:41]=[C:42]([CH:45]=[CH:46][CH:47]=1)[CH2:43][NH2:44]. The yield is 0.400. The product is [Cl:9][C:6]1[CH:5]=[C:4]([C:10]2[S:11][CH:12]=[C:13]([C:15]([NH:44][CH2:43][C:42]3[CH:45]=[CH:46][CH:47]=[C:40]([O:39][C:38]([F:37])([F:48])[F:49])[CH:41]=3)=[O:17])[N:14]=2)[CH:3]=[C:2]([Cl:1])[C:7]=1[OH:8].